This data is from Reaction yield outcomes from USPTO patents with 853,638 reactions. The task is: Predict the reaction yield, written as a fraction of the theoretical maximum amount of product (1.0 means a 100% yield; for example, 0.34 means a 34% yield). The reactants are COC1CCC(=N[NH:10][C:11]2[CH:16]=[CH:15][NH:14][C:13](=[O:17])[CH:12]=2)CC1.CCCCCC.[C:24]1([O:30][C:31]2[CH:36]=[CH:35][CH:34]=[CH:33][CH:32]=2)C=CC=CC=1. The catalyst is C(O)C.[Pd]. The product is [CH3:24][O:30][C:31]1[CH:32]=[CH:33][C:34]2[NH:10][C:11]3[CH:16]=[CH:15][NH:14][C:13](=[O:17])[C:12]=3[C:35]=2[CH:36]=1. The yield is 0.500.